From a dataset of Forward reaction prediction with 1.9M reactions from USPTO patents (1976-2016). Predict the product of the given reaction. (1) The product is: [C:10](=[O:11])([OH:13])[OH:12].[NH2:1][C@H:2]([C:10]([OH:12])=[O:11])[CH2:3][CH2:4][CH2:5][NH:6][C:7](=[NH:8])[NH2:9]. Given the reactants [NH2:1][C@H:2]([C:10]([OH:12])=[O:11])[CH2:3][CH2:4][CH2:5][NH:6][C:7](=[NH:9])[NH2:8].[OH2:13], predict the reaction product. (2) Given the reactants [CH:1]1[CH:2]=[C:3]([NH:12][C:13]2[NH:17][CH2:16][CH2:15][N:14]=2)[C:4]([Br:11])=[C:5]2[N:10]=[CH:9][CH:8]=[N:7][C:6]=12.[C:18]1(=[O:24])[O:23][C:21](=[O:22])[CH:20]=[CH:19]1, predict the reaction product. The product is: [Br:11][C:4]1[C:3]([N:12]2[CH:20]([C:21]([OH:23])=[O:22])[CH2:19][C:18](=[O:24])[N:17]3[CH2:16][CH2:15][N:14]=[C:13]23)=[CH:2][CH:1]=[C:6]2[C:5]=1[N:10]=[CH:9][CH:8]=[N:7]2. (3) Given the reactants [Cl:1][C:2]1[N:3]=[C:4]2[CH:9]=[CH:8][C:7]([Cl:10])=[N:6][N:5]2[C:11]=1[S:12]([NH2:15])(=[O:14])=[O:13].CO[CH:18](OC)[N:19]([CH3:21])[CH3:20], predict the reaction product. The product is: [Cl:1][C:2]1[N:3]=[C:4]2[CH:9]=[CH:8][C:7]([Cl:10])=[N:6][N:5]2[C:11]=1[S:12]([N:15]=[CH:18][N:19]([CH3:21])[CH3:20])(=[O:14])=[O:13]. (4) Given the reactants [BH4-].[Na+].[CH3:3][N:4]([CH3:22])[CH2:5][CH2:6][N:7]1[C:16](=[O:17])[C:15]2[CH:18]=[CH:19][CH:20]=[C:13]3[C:14]=2[C:9](=[CH:10][CH:11]=[CH:12]3)[C:8]1=[O:21], predict the reaction product. The product is: [CH3:3][N:4]([CH3:22])[CH2:5][CH2:6][N:7]1[CH:16]([OH:17])[C:15]2[CH:18]=[CH:19][CH:20]=[C:13]3[C:14]=2[C:9](=[CH:10][CH:11]=[CH:12]3)[C:8]1=[O:21]. (5) Given the reactants F[C:2]1[CH:7]=[C:6](F)[C:5]([F:9])=[CH:4][C:3]=1[S:10]([CH:13]1[CH2:17][CH2:16][O:15]C1=O)(=[O:12])=[O:11].[Si]([O:26][CH2:27][C@H:28]([CH3:46])[O:29][C:30]1[CH:31]=[C:32]([CH:42]=[C:43]([OH:45])[CH:44]=1)[C:33]([NH:35][C:36]1[CH:40]=[CH:39][N:38]([CH3:41])[N:37]=1)=[O:34])(C(C)(C)C)(C)C.C(=O)([O-])[O-].[Cs+].[Cs+], predict the reaction product. The product is: [F:9][C:5]1[C:6]([O:45][C:43]2[CH:42]=[C:32]([CH:31]=[C:30]([O:29][C@@H:28]([CH3:46])[CH2:27][OH:26])[CH:44]=2)[C:33]([NH:35][C:36]2[CH:40]=[CH:39][N:38]([CH3:41])[N:37]=2)=[O:34])=[CH:7][C:2]2[O:15][CH2:16][CH2:17][CH2:13][S:10](=[O:11])(=[O:12])[C:3]=2[CH:4]=1. (6) Given the reactants Cl.[NH2:2][C:3]1[CH:8]=[C:7]([C:9]([O:11][CH3:12])=[O:10])[CH:6]=[CH:5][C:4]=1[B:13]([OH:15])[OH:14].C(N(CC)CC)C.[C:23](O[C:23]([O:25][C:26]([CH3:29])([CH3:28])[CH3:27])=[O:24])([O:25][C:26]([CH3:29])([CH3:28])[CH3:27])=[O:24], predict the reaction product. The product is: [C:26]([O:25][C:23]([NH:2][C:3]1[CH:8]=[C:7]([C:9]([O:11][CH3:12])=[O:10])[CH:6]=[CH:5][C:4]=1[B:13]([OH:15])[OH:14])=[O:24])([CH3:29])([CH3:28])[CH3:27]. (7) Given the reactants COC[O:4][C:5]1[CH:10]=[C:9]([O:11][CH3:12])[CH:8]=[CH:7][C:6]=1[CH:13]1[C:21]2[C:16](=[CH:17][CH:18]=[C:19]([O:22][CH2:23][CH2:24][CH3:25])[CH:20]=2)[CH:15]([C:26]2[CH:31]=[CH:30][C:29]3[O:32][CH2:33][O:34][C:28]=3[CH:27]=2)[CH:14]1C(O)=O.N1C=CC=CC=1.S(Cl)(Cl)=O.SC1C=CC=C[N+]=1[O-], predict the reaction product. The product is: [OH:4][C:5]1[CH:10]=[C:9]([O:11][CH3:12])[CH:8]=[CH:7][C:6]=1[CH:13]1[C:21]2[C:16](=[CH:17][CH:18]=[C:19]([O:22][CH2:23][CH2:24][CH3:25])[CH:20]=2)[CH:15]([C:26]2[CH:31]=[CH:30][C:29]3[O:32][CH2:33][O:34][C:28]=3[CH:27]=2)[CH2:14]1.